From a dataset of Forward reaction prediction with 1.9M reactions from USPTO patents (1976-2016). Predict the product of the given reaction. (1) The product is: [CH3:24][N:21]1[CH2:20][CH:19]=[C:18]([C:10]2[CH:9]=[C:8]([NH2:7])[CH:13]=[C:12]([C:14]([F:15])([F:16])[F:17])[CH:11]=2)[CH2:23][CH2:22]1. Given the reactants [H-].[H-].[H-].[H-].[Li+].[Al+3].[NH2:7][C:8]1[CH:9]=[C:10]([C:18]2[CH2:23][CH2:22][N:21]([C:24](OC(C)(C)C)=O)[CH2:20][CH:19]=2)[CH:11]=[C:12]([C:14]([F:17])([F:16])[F:15])[CH:13]=1.O.[OH-].[Na+], predict the reaction product. (2) Given the reactants [C:1]([OH:5])(=[O:4])[CH:2]=[CH2:3].[C:6]([O:10][CH2:11][CH2:12][CH2:13][CH2:14][CH2:15][CH2:16][CH2:17][CH2:18][CH2:19][CH2:20][CH2:21][CH2:22][CH2:23][CH2:24][CH2:25][CH2:26][CH2:27][CH3:28])(=[O:9])[CH:7]=[CH2:8].N(C(C)(CC(C)C)C#N)=NC(C)(CC(C)C)C#N, predict the reaction product. The product is: [C:1]([OH:5])(=[O:4])[CH:2]=[CH2:3].[C:6]([O:10][CH2:11][CH2:12][CH2:13][CH2:14][CH2:15][CH2:16][CH2:17][CH2:18][CH2:19][CH2:20][CH2:21][CH2:22][CH2:23][CH2:24][CH2:25][CH2:26][CH2:27][CH3:28])(=[O:9])[CH:7]=[CH2:8]. (3) Given the reactants [F:18][C:15]1([F:19])[CH2:16][CH2:17][C@@H:13]([N:11]2[CH2:12][N:11]([C@@H:13]3[CH2:17][CH2:16][C:15]([F:19])([F:18])[CH2:14]3)[CH2:12][N:11]([C@@H:13]3[CH2:17][CH2:16][C:15]([F:19])([F:18])[CH2:14]3)[CH2:12]2)[CH2:14]1.[CH3:28][O:29][C:30]([O:34][Si](C)(C)C)=[C:31]([CH3:33])[CH3:32], predict the reaction product. The product is: [F:19][C:15]1([F:18])[CH2:16][CH2:17][C@@H:13]([NH:11][CH2:12][C:31]([CH3:33])([CH3:32])[C:30]([O:29][CH3:28])=[O:34])[CH2:14]1. (4) Given the reactants [F:1][C:2]([F:27])([F:26])[C:3]1[CH:4]=[CH:5][C:6]([O:9][C:10]2[CH:15]=[CH:14][C:13]([O:16][C:17]([N:19]3[CH2:24][CH2:23][CH:22]([OH:25])[CH2:21][CH2:20]3)=[O:18])=[CH:12][CH:11]=2)=[N:7][CH:8]=1.[C:28]1([S:34][C:35]2[N:39](O)[N:38]=[CH:37][CH:36]=2)[CH:33]=[CH:32][CH:31]=[CH:30][CH:29]=1, predict the reaction product. The product is: [F:27][C:2]([F:1])([F:26])[C:3]1[CH:4]=[CH:5][C:6]([O:9][C:10]2[CH:11]=[CH:12][C:13]([O:16][C:17]([N:19]3[CH2:20][CH2:21][CH:22]([O:25][N:39]4[C:35]([S:34][C:28]5[CH:33]=[CH:32][CH:31]=[CH:30][CH:29]=5)=[CH:36][CH:37]=[N:38]4)[CH2:23][CH2:24]3)=[O:18])=[CH:14][CH:15]=2)=[N:7][CH:8]=1. (5) Given the reactants [OH:1][C@@H:2]([C:23]1[CH:28]=[CH:27][CH:26]=[CH:25][CH:24]=1)[CH2:3][CH2:4][N:5]1[CH2:10][CH2:9][CH:8]([C:11]2[CH:12]=[C:13]([NH:17][C:18](=[O:22])[CH:19]([CH3:21])[CH3:20])[CH:14]=[CH:15][CH:16]=2)[CH2:7][CH2:6]1.[Br:29][C:30]1[CH:35]=[CH:34][C:33](O)=[CH:32][CH:31]=1.C1(P(C2C=CC=CC=2)C2C=CC=CC=2)C=CC=CC=1.N(C(OCC)=O)=NC(OCC)=O.N, predict the reaction product. The product is: [Br:29][C:30]1[CH:35]=[CH:34][C:33]([O:1][C@H:2]([C:23]2[CH:24]=[CH:25][CH:26]=[CH:27][CH:28]=2)[CH2:3][CH2:4][N:5]2[CH2:10][CH2:9][CH:8]([C:11]3[CH:12]=[C:13]([NH:17][C:18](=[O:22])[CH:19]([CH3:21])[CH3:20])[CH:14]=[CH:15][CH:16]=3)[CH2:7][CH2:6]2)=[CH:32][CH:31]=1. (6) Given the reactants C(=O)([O-])[O-].[Na+].[Na+].Cl.[C:8]([O:12][C:13](=[O:17])[C@H:14]([CH3:16])[NH2:15])([CH3:11])([CH3:10])[CH3:9], predict the reaction product. The product is: [C:8]([O:12][C:13](=[O:17])[C@H:14]([CH3:16])[NH2:15])([CH3:11])([CH3:10])[CH3:9]. (7) Given the reactants [CH3:1][N:2]1[C:22](=[O:23])[CH2:21][NH:20][C:18](=[O:19])[CH:17]([NH:24][C:25]([C:27]2[C:36]([OH:37])=[CH:35][C:34]3[C:29](=[CH:30][CH:31]=[CH:32][CH:33]=3)[N:28]=2)=[O:26])[CH2:16][S:15][C:13](=[O:14])[CH:12]([CH2:38]SC)[N:11]([CH3:41])[C:9](=[O:10])[CH:8]2[N:42]([CH3:76])[C:43]([CH2:45][NH:46][C:47]([CH:49]([NH:62][C:63]([C:65]3[C:74]([OH:75])=[CH:73][C:72]4[C:67](=[CH:68][CH:69]=[CH:70][CH:71]=4)[N:66]=3)=[O:64])[CH2:50][S:51][C:52]([CH:54]([CH2:59]SC)[N:55]([CH3:58])[C:56](=[O:57])[CH:3]1[CH2:4][S:5][S:6][CH2:7]2)=[O:53])=[O:48])=[O:44].C(Cl)(Cl)Cl.CCOC(C)=O.CC(O)=O, predict the reaction product. The product is: [CH3:1][N:2]1[C:22](=[O:23])[CH2:21][NH:20][C:18](=[O:19])[CH:17]([NH:24][C:25]([C:27]2[C:36]([OH:37])=[CH:35][C:34]3[C:29](=[CH:30][CH:31]=[CH:32][CH:33]=3)[N:28]=2)=[O:26])[CH2:16][S:15][C:13](=[O:14])[C:12](=[CH2:38])[N:11]([CH3:41])[C:9](=[O:10])[CH:8]2[N:42]([CH3:76])[C:43]([CH2:45][NH:46][C:47]([CH:49]([NH:62][C:63]([C:65]3[C:74]([OH:75])=[CH:73][C:72]4[C:67](=[CH:68][CH:69]=[CH:70][CH:71]=4)[N:66]=3)=[O:64])[CH2:50][S:51][C:52]([C:54]([N:55]([CH3:58])[C:56](=[O:57])[CH:3]1[CH2:4][S:5][S:6][CH2:7]2)=[CH2:59])=[O:53])=[O:48])=[O:44].